Dataset: Reaction yield outcomes from USPTO patents with 853,638 reactions. Task: Predict the reaction yield, written as a fraction of the theoretical maximum amount of product (1.0 means a 100% yield; for example, 0.34 means a 34% yield). (1) The reactants are [CH3:1][C:2]1[N:7]=[C:6]([SH:8])[N:5]=[C:4]([OH:9])[CH:3]=1.C(=O)([O-])[O-].[K+].[K+].Br[CH2:17][C:18]1[CH:27]=[N:26][C:25]2[C:20](=[CH:21][CH:22]=[CH:23][CH:24]=2)[N:19]=1. The catalyst is CN(C=O)C. The product is [CH3:1][C:2]1[N:7]=[C:6]([S:8][CH2:17][C:18]2[CH:27]=[N:26][C:25]3[C:20](=[CH:21][CH:22]=[CH:23][CH:24]=3)[N:19]=2)[N:5]=[C:4]([OH:9])[CH:3]=1. The yield is 0.570. (2) The reactants are [CH3:1][C:2]1[CH:3]=[CH:4][CH:5]=[CH:6][C:7]=1[NH2:8].CCN(CC)CC.[CH3:16][C:17]([CH3:22])([CH3:21])[C:18](Cl)=[O:19]. The catalyst is C(Cl)Cl. The product is [C:2]1([CH3:1])[CH:3]=[CH:4][CH:5]=[CH:6][C:7]=1[NH:8][C:18](=[O:19])[C:17]([CH3:22])([CH3:21])[CH3:16]. The yield is 0.910. (3) The reactants are [O:1]=[O+][O-].C([C:6](=P(C1C=CC=CC=1)(C1C=CC=CC=1)C1C=CC=CC=1)[C:7]([C@@H:9]([NH:14][C:15](=[O:30])[O:16][C:17]1([CH2:23][C:24]2[CH:29]=[CH:28][CH:27]=[CH:26][CH:25]=2)[CH2:22][CH2:21][CH2:20][CH2:19][CH2:18]1)[CH2:10][CH2:11][CH2:12][CH3:13])=[O:8])#N.[CH3:50][C@H:51]([NH2:58])[C:52]1[CH:57]=[CH:56][CH:55]=[CH:54][CH:53]=1. The catalyst is ClCCl. The product is [O:1]=[C:6]([NH:58][C@@H:51]([C:52]1[CH:57]=[CH:56][CH:55]=[CH:54][CH:53]=1)[CH3:50])[C:7]([C@@H:9]([NH:14][C:15](=[O:30])[O:16][C:17]1([CH2:23][C:24]2[CH:25]=[CH:26][CH:27]=[CH:28][CH:29]=2)[CH2:18][CH2:19][CH2:20][CH2:21][CH2:22]1)[CH2:10][CH2:11][CH2:12][CH3:13])=[O:8]. The yield is 0.390. (4) The reactants are [C:1]([NH:5][S:6]([C:9]1[S:10][C:11]([C:14]2[N:19]=[C:18]([CH:20]3[CH2:22][CH2:21]3)[C:17]([Cl:23])=[C:16]([OH:24])[N:15]=2)=[CH:12][CH:13]=1)(=[O:8])=[O:7])([CH3:4])([CH3:3])[CH3:2].[F:25][C:26]([F:39])([F:38])[S:27](O[S:27]([C:26]([F:39])([F:38])[F:25])(=[O:29])=[O:28])(=[O:29])=[O:28]. The catalyst is C(Cl)Cl. The product is [F:25][C:26]([F:39])([F:38])[S:27]([O:24][C:16]1[C:17]([Cl:23])=[C:18]([CH:20]2[CH2:22][CH2:21]2)[N:19]=[C:14]([C:11]2[S:10][C:9]([S:6](=[O:8])(=[O:7])[NH:5][C:1]([CH3:4])([CH3:2])[CH3:3])=[CH:13][CH:12]=2)[N:15]=1)(=[O:29])=[O:28]. The yield is 0.470. (5) The reactants are C[Si](C)(C)N[Si](C)(C)C.[Na].[Cl-].[CH3:12][O:13][CH2:14][P+](C1C=CC=CC=1)(C1C=CC=CC=1)C1C=CC=CC=1.[C:34]([N:39]1[CH2:44][CH2:43][C:42](=O)[CH2:41][CH2:40]1)([O:36][CH2:37][CH3:38])=[O:35].O. The catalyst is C1COCC1.CCOCC. The product is [CH3:12][O:13][CH:14]=[C:42]1[CH2:43][CH2:44][N:39]([C:34]([O:36][CH2:37][CH3:38])=[O:35])[CH2:40][CH2:41]1. The yield is 0.890.